From a dataset of Forward reaction prediction with 1.9M reactions from USPTO patents (1976-2016). Predict the product of the given reaction. (1) Given the reactants [OH:1][C@@:2]1([CH2:16][CH2:17][N:18]([CH3:33])[CH2:19][CH2:20][CH2:21][NH:22][C:23](=[O:32])[C:24]([CH2:29][O:30][CH3:31])([CH3:28])[CH2:25][O:26][CH3:27])[CH2:7][C@H:6]2[CH2:8][CH2:9][C@@H:3]1[CH:4]=[C:5]2[C:10]1[CH:15]=[CH:14][CH:13]=[CH:12][CH:11]=1.CCOCC.[Mg+2].[Br-].[Br-].[C:42](O[C:42](=[O:46])[CH:43]([CH3:45])[CH3:44])(=[O:46])[CH:43]([CH3:45])[CH3:44], predict the reaction product. The product is: [CH3:27][O:26][CH2:25][C:24]([CH2:29][O:30][CH3:31])([CH3:28])[C:23]([NH:22][CH2:21][CH2:20][CH2:19][N:18]([CH3:33])[CH2:17][CH2:16][C@:2]1([O:1][C:42](=[O:46])[CH:43]([CH3:45])[CH3:44])[CH2:7][C@H:6]2[CH2:8][CH2:9][C@@H:3]1[CH:4]=[C:5]2[C:10]1[CH:15]=[CH:14][CH:13]=[CH:12][CH:11]=1)=[O:32]. (2) Given the reactants [NH:1]1[C:5]([C:6]2[CH:11]=[CH:10][C:9]([NH:12][C:13]([CH:15]3[CH:19]([C:20]4[CH:25]=[CH:24][CH:23]=[C:22]([Cl:26])[C:21]=4[F:27])[C:18]([C:30]4[CH:35]=[CH:34][C:33]([Cl:36])=[CH:32][C:31]=4[F:37])([C:28]#[N:29])[CH:17]([CH2:38][C:39]([CH3:42])([CH3:41])[CH3:40])[NH:16]3)=[O:14])=[CH:8][CH:7]=2)=[N:4][N:3]=[N:2]1, predict the reaction product. The product is: [NH:4]1[C:5]([C:6]2[CH:11]=[CH:10][C:9]([NH:12][C:13]([C@@H:15]3[C@@H:19]([C:20]4[CH:25]=[CH:24][CH:23]=[C:22]([Cl:26])[C:21]=4[F:27])[C@@:18]([C:30]4[CH:35]=[CH:34][C:33]([Cl:36])=[CH:32][C:31]=4[F:37])([C:28]#[N:29])[C@@H:17]([CH2:38][C:39]([CH3:42])([CH3:41])[CH3:40])[NH:16]3)=[O:14])=[CH:8][CH:7]=2)=[N:1][N:2]=[N:3]1. (3) Given the reactants CN(C=O)C.[Cl:6][C:7]1[CH:23]=[C:22]([F:24])[CH:21]=[CH:20][C:8]=1[O:9][C:10]1[CH:18]=[CH:17][CH:16]=[C:15]([CH3:19])[C:11]=1[C:12]([OH:14])=O.O=S(Cl)Cl.[NH2:29][C:30]1[CH:31]=[C:32]([S:36]([NH2:39])(=[O:38])=[O:37])[CH:33]=[CH:34][CH:35]=1.CCN(CC)CC, predict the reaction product. The product is: [Cl:6][C:7]1[CH:23]=[C:22]([F:24])[CH:21]=[CH:20][C:8]=1[O:9][C:10]1[CH:18]=[CH:17][CH:16]=[C:15]([CH3:19])[C:11]=1[C:12]([NH:29][C:30]1[CH:35]=[CH:34][CH:33]=[C:32]([S:36](=[O:38])(=[O:37])[NH2:39])[CH:31]=1)=[O:14]. (4) Given the reactants [NH:1]1[C:9]2[C:4](=[CH:5][CH:6]=[CH:7][CH:8]=2)[CH:3]=[C:2]1[C:10]([OH:12])=[O:11].C(=O)([O-])[O-].[Pb+2].[I-].[C:19]1([S+:25]([C:32]2[CH:37]=[CH:36][CH:35]=[CH:34][CH:33]=2)[C:26]2[CH:31]=[CH:30][CH:29]=[CH:28][CH:27]=2)[CH:24]=[CH:23][CH:22]=[CH:21][CH:20]=1, predict the reaction product. The product is: [NH:1]1[C:9]2[C:4](=[CH:5][CH:6]=[CH:7][CH:8]=2)[CH:3]=[C:2]1[C:10]([O-:12])=[O:11].[C:32]1([S+:25]([C:19]2[CH:20]=[CH:21][CH:22]=[CH:23][CH:24]=2)[C:26]2[CH:31]=[CH:30][CH:29]=[CH:28][CH:27]=2)[CH:33]=[CH:34][CH:35]=[CH:36][CH:37]=1. (5) Given the reactants [C:1]([O:4][CH2:5][C:6]1[CH:11]=[CH:10][C:9]([CH:12]([CH:16]2[CH2:20][CH2:19][CH2:18][CH2:17]2)[C:13]([OH:15])=O)=[CH:8][CH:7]=1)(=[O:3])[CH3:2].[NH2:21][C:22]1[C:23]([CH3:37])=[C:24]([CH2:28][CH2:29][C:30]([O:32][C:33]([CH3:36])([CH3:35])[CH3:34])=[O:31])[CH:25]=[CH:26][CH:27]=1, predict the reaction product. The product is: [C:1]([O:4][CH2:5][C:6]1[CH:7]=[CH:8][C:9]([CH:12]([CH:16]2[CH2:20][CH2:19][CH2:18][CH2:17]2)[C:13]([NH:21][C:22]2[C:23]([CH3:37])=[C:24]([CH2:28][CH2:29][C:30]([O:32][C:33]([CH3:35])([CH3:34])[CH3:36])=[O:31])[CH:25]=[CH:26][CH:27]=2)=[O:15])=[CH:10][CH:11]=1)(=[O:3])[CH3:2]. (6) The product is: [Cl:26][C:24]1[CH:25]=[C:21]([C:19]2[O:18][N:17]=[C:2]([C@@H:3]3[CH2:8][N:7]([C:9]([O:11][C:12]([CH3:15])([CH3:14])[CH3:13])=[O:10])[C@H:6]([CH3:16])[CH2:5][CH2:4]3)[N:1]=2)[NH:22][CH:23]=1. Given the reactants [NH2:1]/[C:2](=[N:17]\[O:18][C:19]([C:21]1[NH:22][CH:23]=[C:24]([Cl:26])[CH:25]=1)=O)/[C@@H:3]1[CH2:8][N:7]([C:9]([O:11][C:12]([CH3:15])([CH3:14])[CH3:13])=[O:10])[C@H:6]([CH3:16])[CH2:5][CH2:4]1, predict the reaction product.